This data is from Reaction yield outcomes from USPTO patents with 853,638 reactions. The task is: Predict the reaction yield, written as a fraction of the theoretical maximum amount of product (1.0 means a 100% yield; for example, 0.34 means a 34% yield). (1) The reactants are Cl[C:2]1[C:3]([C:8]2([C:21]([O:23][CH3:24])=[O:22])[CH2:13][CH2:12][N:11]([C:14]([O:16][C:17]([CH3:20])([CH3:19])[CH3:18])=[O:15])[CH2:10][CH2:9]2)=[N:4][CH:5]=[CH:6][N:7]=1.[S:25]1[C:29]2[CH:30]=[CH:31][CH:32]=[CH:33][C:28]=2[N:27]=[C:26]1[NH:34][C:35]1[CH:40]=[CH:39][C:38]([OH:41])=[CH:37][CH:36]=1.C(=O)([O-])[O-].[Cs+].[Cs+].CS(C)=O. The catalyst is O. The product is [S:25]1[C:29]2[CH:30]=[CH:31][CH:32]=[CH:33][C:28]=2[N:27]=[C:26]1[NH:34][C:35]1[CH:40]=[CH:39][C:38]([O:41][C:2]2[C:3]([C:8]3([C:21]([O:23][CH3:24])=[O:22])[CH2:13][CH2:12][N:11]([C:14]([O:16][C:17]([CH3:20])([CH3:19])[CH3:18])=[O:15])[CH2:10][CH2:9]3)=[N:4][CH:5]=[CH:6][N:7]=2)=[CH:37][CH:36]=1. The yield is 0.393. (2) The reactants are [I:1][C:2]1[C:3]([CH3:12])=[CH:4][C:5]([CH3:11])=[C:6]([CH:10]=1)[C:7]([OH:9])=[O:8].S(=O)(=O)(O)O.[CH3:18]O. No catalyst specified. The product is [I:1][C:2]1[C:3]([CH3:12])=[CH:4][C:5]([CH3:11])=[C:6]([CH:10]=1)[C:7]([O:9][CH3:18])=[O:8]. The yield is 0.880. (3) The reactants are [F:1][C:2]1[CH:10]=[CH:9][C:5]([C:6]([OH:8])=O)=[CH:4][C:3]=1[OH:11].Cl.[CH3:13][NH:14][O:15][CH3:16]. The catalyst is C(Cl)Cl. The product is [F:1][C:2]1[CH:10]=[CH:9][C:5]([C:6]([N:14]([O:15][CH3:16])[CH3:13])=[O:8])=[CH:4][C:3]=1[OH:11]. The yield is 1.00. (4) The reactants are [CH:1]([C:3]1[CH:4]=[CH:5][C:6]2[N:7]([C:9]([CH2:12][NH:13]C(=O)OC(C)(C)C)=[N:10][N:11]=2)[N:8]=1)=[CH2:2].C[C:22]1(C)[C:26]([CH3:28])([CH3:27])OB(C=C)[O:23]1.ClC1C=CC2[N:37](C(CNC(=O)OC(C)(C)C)=NN=2)N=1.C(=O)([O-])[O-].[Cs+].[Cs+]. The catalyst is O1CCOCC1.C1C=CC(P(C2C=CC=CC=2)[C-]2C=CC=C2)=CC=1.C1C=CC(P(C2C=CC=CC=2)[C-]2C=CC=C2)=CC=1.Cl[Pd]Cl.[Fe+2].C(Cl)Cl.O. The product is [CH:26]1([C:22]2[O:23][N:37]=[C:1]([C:3]3[CH:4]=[CH:5][C:6]4[N:7]([C:9]([CH2:12][NH2:13])=[N:10][N:11]=4)[N:8]=3)[CH:2]=2)[CH2:28][CH2:27]1. The yield is 0.950. (5) The reactants are [CH3:1][C:2]1([CH3:28])[N:7]2[N:8]=[CH:9][C:10]([S:11]([CH2:14][C:15]3[CH:20]=[CH:19][C:18]([CH3:21])=[CH:17][CH:16]=3)(=[O:13])=[O:12])=[C:6]2[NH:5][CH:4]([C:22]2[CH:27]=[CH:26][CH:25]=[CH:24][CH:23]=2)[CH2:3]1.[CH2:29](Br)[C:30]1[CH:35]=[CH:34][CH:33]=[CH:32][CH:31]=1.[H-].[Na+]. The catalyst is C1COCC1.O. The product is [CH2:29]([N:5]1[CH:4]([C:22]2[CH:27]=[CH:26][CH:25]=[CH:24][CH:23]=2)[CH2:3][C:2]([CH3:28])([CH3:1])[N:7]2[N:8]=[CH:9][C:10]([S:11]([CH2:14][C:15]3[CH:20]=[CH:19][C:18]([CH3:21])=[CH:17][CH:16]=3)(=[O:12])=[O:13])=[C:6]12)[C:30]1[CH:35]=[CH:34][CH:33]=[CH:32][CH:31]=1. The yield is 0.930. (6) The reactants are [Cl:1][C:2]1[CH:8]=[C:7]([O:9][C:10]([F:13])([F:12])[F:11])[CH:6]=[C:5]([Cl:14])[C:3]=1[NH2:4].[C:15](Cl)(Cl)=[O:16].CCN(C(C)C)C(C)C. The catalyst is ClCCl. The product is [Cl:1][C:2]1[CH:8]=[C:7]([O:9][C:10]([F:13])([F:12])[F:11])[CH:6]=[C:5]([Cl:14])[C:3]=1[N:4]=[C:15]=[O:16]. The yield is 0.940. (7) The reactants are [C:1]([O:5][C:6]([N:8]1[CH2:13][CH2:12][CH:11]([C:14]([NH:16][NH2:17])=[O:15])[CH2:10][CH2:9]1)=[O:7])([CH3:4])([CH3:3])[CH3:2].CO[C:20](OC)(N(C)C)[CH3:21]. The catalyst is C1COCC1.C1(C)C=CC(S(O)(=O)=O)=CC=1. The product is [C:1]([O:5][C:6]([N:8]1[CH2:13][CH2:12][CH:11]([C:14]2[O:15][C:20]([CH3:21])=[N:17][N:16]=2)[CH2:10][CH2:9]1)=[O:7])([CH3:4])([CH3:2])[CH3:3]. The yield is 0.870. (8) The reactants are [F:1][C:2]1[CH:17]=[C:16]([CH:18]=O)[CH:15]=[CH:14][C:3]=1[O:4][C:5]1[N:6]=[CH:7][C:8]([C:11]([NH2:13])=[O:12])=[N:9][CH:10]=1.[CH2:20]([CH:22]([CH2:26][CH3:27])[CH2:23][CH2:24][NH2:25])[CH3:21].[BH4-].[Na+]. The catalyst is CO. The product is [CH2:20]([CH:22]([CH2:26][CH3:27])[CH2:23][CH2:24][NH:25][CH2:18][C:16]1[CH:15]=[CH:14][C:3]([O:4][C:5]2[N:6]=[CH:7][C:8]([C:11]([NH2:13])=[O:12])=[N:9][CH:10]=2)=[C:2]([F:1])[CH:17]=1)[CH3:21]. The yield is 0.620. (9) The reactants are [CH3:1][N:2]1[C@H:8]([C:9]2[CH:14]=[CH:13][CH:12]=[CH:11][CH:10]=2)[CH:7]=[CH:6][CH2:5][C@H:4]([NH:15]C(=O)OCC2C=CC=CC=2)[C:3]1=[O:26]. The catalyst is [OH-].[OH-].[Pd+2].CCO. The product is [NH2:15][C@H:4]1[CH2:5][CH2:6][CH2:7][C@@H:8]([C:9]2[CH:14]=[CH:13][CH:12]=[CH:11][CH:10]=2)[N:2]([CH3:1])[C:3]1=[O:26]. The yield is 0.900. (10) The reactants are [CH:1]([C:3]1[CH:12]=[CH:11][CH:10]=[CH:9][C:4]=1[C:5]([O:7]C)=O)=O.C(O)(=O)C.C(O[BH-](OC(=O)C)OC(=O)C)(=O)C.[Na+].[NH2:31][CH2:32][CH2:33][C:34]1([CH2:40][CH2:41][N:42]2[CH2:47][CH2:46][CH:45]([N:48]([C:56]3[CH:61]=[CH:60][C:59]([CH3:62])=[CH:58][CH:57]=3)[C:49]([C:51]3[O:52][CH:53]=[CH:54][CH:55]=3)=[O:50])[CH2:44][CH2:43]2)[CH2:39][CH2:38][CH2:37][CH2:36][CH2:35]1. The catalyst is ClCCCl.C(Cl)(Cl)Cl. The product is [O:7]=[C:5]1[C:4]2[C:3](=[CH:12][CH:11]=[CH:10][CH:9]=2)[CH2:1][N:31]1[CH2:32][CH2:33][C:34]1([CH2:40][CH2:41][N:42]2[CH2:47][CH2:46][CH:45]([N:48]([C:56]3[CH:57]=[CH:58][C:59]([CH3:62])=[CH:60][CH:61]=3)[C:49]([C:51]3[O:52][CH:53]=[CH:54][CH:55]=3)=[O:50])[CH2:44][CH2:43]2)[CH2:39][CH2:38][CH2:37][CH2:36][CH2:35]1. The yield is 0.670.